Dataset: Forward reaction prediction with 1.9M reactions from USPTO patents (1976-2016). Task: Predict the product of the given reaction. (1) Given the reactants C(=O)([O-])[O-].[K+].[K+].[Cl:7][C:8]1[C:13]([OH:14])=[CH:12][CH:11]=[CH:10][N:9]=1.Cl[C:16]([F:21])([F:20])C([O-])=O.[Na+], predict the reaction product. The product is: [Cl:7][C:8]1[C:13]([O:14][CH:16]([F:21])[F:20])=[CH:12][CH:11]=[CH:10][N:9]=1. (2) Given the reactants [NH2:1][C:2]1[C:7]([C:8]#[N:9])=[CH:6][N:5]=[C:4](Cl)[N:3]=1.[NH:11]1[CH:15]=[CH:14][N:13]=[C:12]1[C:16]1[C:17]([C:36]2[CH:41]=[CH:40][C:39]([C:42]#[N:43])=[CH:38][CH:37]=2)=[N:18][C:19]([NH:22][CH2:23][CH2:24][NH:25]C2C=CC(C(F)(F)F)=CN=2)=[N:20][CH:21]=1, predict the reaction product. The product is: [NH2:1][C:2]1[C:7]([C:8]#[N:9])=[CH:6][N:5]=[C:4]([NH:25][CH2:24][CH2:23][NH:22][C:19]2[N:18]=[C:17]([C:36]3[CH:41]=[CH:40][C:39]([C:42]#[N:43])=[CH:38][CH:37]=3)[C:16]([C:12]3[NH:11][CH:15]=[CH:14][N:13]=3)=[CH:21][N:20]=2)[N:3]=1.